From a dataset of TCR-epitope binding with 47,182 pairs between 192 epitopes and 23,139 TCRs. Binary Classification. Given a T-cell receptor sequence (or CDR3 region) and an epitope sequence, predict whether binding occurs between them. (1) The epitope is VTEHDTLLY. The TCR CDR3 sequence is CASSFITDTQYF. Result: 1 (the TCR binds to the epitope). (2) The epitope is FLPRVFSAV. The TCR CDR3 sequence is CASSPDRGDTQYF. Result: 1 (the TCR binds to the epitope).